Dataset: NCI-60 drug combinations with 297,098 pairs across 59 cell lines. Task: Regression. Given two drug SMILES strings and cell line genomic features, predict the synergy score measuring deviation from expected non-interaction effect. (1) Drug 2: COCCOC1=C(C=C2C(=C1)C(=NC=N2)NC3=CC=CC(=C3)C#C)OCCOC.Cl. Synergy scores: CSS=2.14, Synergy_ZIP=-2.13, Synergy_Bliss=-1.98, Synergy_Loewe=-5.42, Synergy_HSA=-2.83. Cell line: MDA-MB-231. Drug 1: CC1=C(C(=O)C2=C(C1=O)N3CC4C(C3(C2COC(=O)N)OC)N4)N. (2) Drug 1: C#CCC(CC1=CN=C2C(=N1)C(=NC(=N2)N)N)C3=CC=C(C=C3)C(=O)NC(CCC(=O)O)C(=O)O. Drug 2: C(CN)CNCCSP(=O)(O)O. Cell line: SF-295. Synergy scores: CSS=-6.27, Synergy_ZIP=-0.127, Synergy_Bliss=-6.10, Synergy_Loewe=-9.31, Synergy_HSA=-8.36.